Dataset: Full USPTO retrosynthesis dataset with 1.9M reactions from patents (1976-2016). Task: Predict the reactants needed to synthesize the given product. (1) Given the product [CH3:1][S:2]([C:5]1[CH:10]=[CH:9][C:8]([C:11]2[N:16]=[CH:15][C:14]([CH2:17][N:18]([CH2:35][CH2:34][C:33]([F:38])([F:37])[F:32])[CH:19]3[CH2:24][CH2:23][N:22]([C:25]([O:27][C:28]([CH3:31])([CH3:30])[CH3:29])=[O:26])[CH2:21][CH2:20]3)=[CH:13][CH:12]=2)=[CH:7][CH:6]=1)(=[O:3])=[O:4], predict the reactants needed to synthesize it. The reactants are: [CH3:1][S:2]([C:5]1[CH:10]=[CH:9][C:8]([C:11]2[N:16]=[CH:15][C:14]([CH2:17][NH:18][CH:19]3[CH2:24][CH2:23][N:22]([C:25]([O:27][C:28]([CH3:31])([CH3:30])[CH3:29])=[O:26])[CH2:21][CH2:20]3)=[CH:13][CH:12]=2)=[CH:7][CH:6]=1)(=[O:4])=[O:3].[F:32][C:33]([F:38])([F:37])[CH2:34][CH:35]=O.[BH-](OC(C)=O)(OC(C)=O)OC(C)=O.[Na+].[OH-].[Na+]. (2) Given the product [Cl:12][C:13]1[N:18]=[C:17]([N:19]2[CH2:24][CH2:23][O:22][CH2:21][CH2:20]2)[C:16]2[S:25][C:26]([CH2:28][N:29]([CH:8]3[CH2:9][CH2:10][N:5]([S:2]([CH3:1])(=[O:4])=[O:3])[CH2:6][CH2:7]3)[CH3:30])=[CH:27][C:15]=2[N:14]=1, predict the reactants needed to synthesize it. The reactants are: [CH3:1][S:2]([N:5]1[CH2:10][CH2:9][C:8](=O)[CH2:7][CH2:6]1)(=[O:4])=[O:3].[Cl:12][C:13]1[N:18]=[C:17]([N:19]2[CH2:24][CH2:23][O:22][CH2:21][CH2:20]2)[C:16]2[S:25][C:26]([CH2:28][NH:29][CH3:30])=[CH:27][C:15]=2[N:14]=1.C(O)(=O)C.C(O[BH-](OC(=O)C)OC(=O)C)(=O)C.[Na+]. (3) Given the product [Cl:1][C:2]1[CH:3]=[C:4]2[C:8](=[CH:9][CH:10]=1)[N:7]([CH2:11][C:12]([O:14][C:15]([CH3:18])([CH3:17])[CH3:16])=[O:13])[C:6](=[O:19])[C:5]12[C:23](=[O:24])[NH:22][C:21](=[O:25])[N:20]1[CH3:26], predict the reactants needed to synthesize it. The reactants are: [Cl:1][C:2]1[CH:3]=[C:4]2[C:8](=[CH:9][CH:10]=1)[N:7]([CH2:11][C:12]([O:14][C:15]([CH3:18])([CH3:17])[CH3:16])=[O:13])[C:6](=[O:19])[C:5]12[C:23](=[O:24])[NH:22][C:21](=[O:25])[NH:20]1.[CH3:26][Si]([N-][Si](C)(C)C)(C)C.[Li+].IC.Cl. (4) Given the product [OH:12][C:5]1[CH:4]=[C:3]([C:2]([F:1])([F:14])[F:13])[CH:11]=[CH:10][C:6]=1[C:7]([N:17]([O:18][CH3:19])[CH3:16])=[O:9], predict the reactants needed to synthesize it. The reactants are: [F:1][C:2]([F:14])([F:13])[C:3]1[CH:4]=[C:5]([OH:12])[C:6](=[CH:10][CH:11]=1)[C:7]([OH:9])=O.Cl.[CH3:16][NH:17][O:18][CH3:19].C1C=CC2N(O)N=NC=2C=1.C(N(C(C)C)CC)(C)C. (5) Given the product [NH:3]1[C:11]2[C:6](=[CH:7][C:8]([C@H:12]([NH:14][C:30]([CH:25]3[CH2:24][CH2:23][C:22]4[N:21]=[C:20]([C:17]([CH3:19])([CH3:18])[C:16]([F:34])([F:33])[F:15])[CH:29]=[CH:28][C:27]=4[CH2:26]3)=[O:31])[CH3:13])=[CH:9][CH:10]=2)[CH:5]=[N:4]1, predict the reactants needed to synthesize it. The reactants are: Cl.Cl.[NH:3]1[C:11]2[C:6](=[CH:7][C:8]([C@H:12]([NH2:14])[CH3:13])=[CH:9][CH:10]=2)[CH:5]=[N:4]1.[F:15][C:16]([F:34])([F:33])[C:17]([C:20]1[CH:29]=[CH:28][C:27]2[CH2:26][C@@H:25]([C:30](O)=[O:31])[CH2:24][CH2:23][C:22]=2[N:21]=1)([CH3:19])[CH3:18].C(N(CC)C(C)C)(C)C.F[P-](F)(F)(F)(F)F.C[N+](C)=C(N(C)C)ON1C2N=CC=CC=2N=N1. (6) The reactants are: Br[C:2]1[C:7]([O:8][CH3:9])=[CH:6][CH:5]=[CH:4][N:3]=1.[C-:10]#[N:11].[Na+]. Given the product [CH3:9][O:8][C:7]1[C:2]([C:10]#[N:11])=[N:3][CH:4]=[CH:5][CH:6]=1, predict the reactants needed to synthesize it. (7) Given the product [N:28]1[C:29]2[C:24](=[CH:23][C:22]([CH2:21][N:18]3[C:16]4=[N:17][C:12]([C:10]5[CH:11]=[C:2]([NH:35][C:32](=[O:34])[CH3:33])[CH:3]=[CH:8][CH:9]=5)=[CH:13][CH:14]=[C:15]4[N:20]=[N:19]3)=[CH:31][CH:30]=2)[CH:25]=[CH:26][CH:27]=1, predict the reactants needed to synthesize it. The reactants are: F[C:2]1[CH:11]=[C:10]([C:12]2[N:17]=[C:16]3[N:18]([CH2:21][C:22]4[CH:23]=[C:24]5[C:29](=[CH:30][CH:31]=4)[N:28]=[CH:27][CH:26]=[CH:25]5)[N:19]=[N:20][C:15]3=[CH:14][CH:13]=2)[CH:9]=[CH:8][C:3]=1C(NC)=O.[C:32]([NH:35]C1C=CC(B(O)O)=CC=1)(=[O:34])[CH3:33].C(=O)([O-])[O-].[K+].[K+].O1CCOCC1. (8) Given the product [O:1]1[CH2:5][CH2:4][C@H:3]([O:6][C:18]2[CH:23]=[CH:22][N:21]=[C:20]([NH2:24])[CH:19]=2)[CH2:2]1, predict the reactants needed to synthesize it. The reactants are: [O:1]1[CH2:5][CH2:4][C@H:3]([OH:6])[CH2:2]1.C[Si]([N-][Si](C)(C)C)(C)C.[K+].F[C:18]1[CH:23]=[CH:22][N:21]=[C:20]([NH2:24])[CH:19]=1. (9) Given the product [O:4]1[C:8]2=[C:9]([N:13]3[CH2:18][CH2:17][N:16]([CH2:19][CH2:20][C@H:21]4[CH2:26][CH2:25][C@H:24]([NH:27][C:31](=[O:32])[CH2:30][C@@H:29]([OH:28])[CH2:35][CH3:36])[CH2:23][CH2:22]4)[CH2:15][CH2:14]3)[N:10]=[CH:11][CH:12]=[C:7]2[CH2:6][CH2:5]1, predict the reactants needed to synthesize it. The reactants are: Cl.Cl.Cl.[O:4]1[C:8]2=[C:9]([N:13]3[CH2:18][CH2:17][N:16]([CH2:19][CH2:20][C@H:21]4[CH2:26][CH2:25][C@H:24]([NH2:27])[CH2:23][CH2:22]4)[CH2:15][CH2:14]3)[N:10]=[CH:11][CH:12]=[C:7]2[CH2:6][CH2:5]1.[OH:28][C@@H:29]([CH2:35][CH3:36])[CH2:30][C:31](OC)=[O:32]. (10) Given the product [F:33][CH:16]([F:15])[CH2:17][O:18][C:19]1[CH:24]=[CH:23][CH:22]=[C:21]([C:25]([F:26])([F:27])[F:28])[C:20]=1[S:29]([NH:1][C:2]1[N:10]=[C:9]2[N:4]([C:5]([O:13][CH3:14])=[N:6][CH:7]=[C:8]2[O:11][CH3:12])[N:3]=1)(=[O:30])=[O:31], predict the reactants needed to synthesize it. The reactants are: [NH2:1][C:2]1[N:10]=[C:9]2[N:4]([C:5]([O:13][CH3:14])=[N:6][CH:7]=[C:8]2[O:11][CH3:12])[N:3]=1.[F:15][CH:16]([F:33])[CH2:17][O:18][C:19]1[CH:24]=[CH:23][CH:22]=[C:21]([C:25]([F:28])([F:27])[F:26])[C:20]=1[S:29](Cl)(=[O:31])=[O:30].N1C=C(C)C=C(C)C=1.Cl.